Dataset: Reaction yield outcomes from USPTO patents with 853,638 reactions. Task: Predict the reaction yield, written as a fraction of the theoretical maximum amount of product (1.0 means a 100% yield; for example, 0.34 means a 34% yield). (1) The reactants are [CH:1]([C:4]1[C:13]2[CH:12]=[C:11]([NH:14][C:15]3[CH:25]=[CH:24][C:18]([C:19]([O:21][CH2:22][CH3:23])=[O:20])=[CH:17][CH:16]=3)[C:10]([O:26][CH2:27][CH2:28][CH3:29])=[CH:9][C:8]=2[C:7]([CH3:31])([CH3:30])[CH2:6][CH:5]=1)([CH3:3])[CH3:2].[CH:32](=O)[CH3:33]. No catalyst specified. The product is [CH2:32]([N:14]([C:11]1[C:10]([O:26][CH2:27][CH2:28][CH3:29])=[CH:9][C:8]2[C:7]([CH3:31])([CH3:30])[CH2:6][CH:5]=[C:4]([CH:1]([CH3:3])[CH3:2])[C:13]=2[CH:12]=1)[C:15]1[CH:16]=[CH:17][C:18]([C:19]([O:21][CH2:22][CH3:23])=[O:20])=[CH:24][CH:25]=1)[CH3:33]. The yield is 0.700. (2) The reactants are [F:1][C:2]1[CH:7]=[CH:6][C:5]([CH2:8][CH2:9][S:10][CH:11]([CH2:16][C:17]2[CH:22]=[CH:21][C:20]([CH2:23][CH2:24][O:25][C:26]3[CH:31]=[CH:30][C:29]([O:32][S:33]([CH3:36])(=[O:35])=[O:34])=[CH:28][CH:27]=3)=[CH:19][CH:18]=2)[C:12]([O:14]C)=[O:13])=[CH:4][CH:3]=1.[OH-].[Li+]. The catalyst is C1COCC1.O. The product is [F:1][C:2]1[CH:7]=[CH:6][C:5]([CH2:8][CH2:9][S:10][CH:11]([CH2:16][C:17]2[CH:22]=[CH:21][C:20]([CH2:23][CH2:24][O:25][C:26]3[CH:27]=[CH:28][C:29]([O:32][S:33]([CH3:36])(=[O:35])=[O:34])=[CH:30][CH:31]=3)=[CH:19][CH:18]=2)[C:12]([OH:14])=[O:13])=[CH:4][CH:3]=1. The yield is 0.300. (3) The reactants are N[C:2]1[CH:3]=[CH:4][C:5]([O:8][CH3:9])=[N:6][CH:7]=1.[ClH:10].N([O-])=O.[Na+].[S:15](=[O:17])=[O:16]. The catalyst is C(O)(=O)C. The product is [CH3:9][O:8][C:5]1[N:6]=[CH:7][C:2]([S:15]([Cl:10])(=[O:17])=[O:16])=[CH:3][CH:4]=1. The yield is 0.510. (4) The reactants are [Cl:1][C:2]1[CH:7]=[CH:6][C:5]([O:8][C:9]2[CH:14]=[CH:13][C:12](I)=[CH:11][C:10]=2[O:16][CH3:17])=[CH:4][C:3]=1[Cl:18].C([O-])(=O)C.[K+].[CH3:24][C:25]1([CH3:41])[C:29]([CH3:31])([CH3:30])[O:28][B:27]([B:27]2[O:28][C:29]([CH3:31])([CH3:30])[C:25]([CH3:41])([CH3:24])[O:26]2)[O:26]1. The catalyst is O1CCOCC1.C1C=CC(P(C2C=CC=CC=2)[C-]2C=CC=C2)=CC=1.C1C=CC(P(C2C=CC=CC=2)[C-]2C=CC=C2)=CC=1.Cl[Pd]Cl.[Fe+2]. The product is [Cl:18][C:3]1[CH:4]=[C:5]([CH:6]=[CH:7][C:2]=1[Cl:1])[O:8][C:9]1[CH:14]=[CH:13][C:12]([B:27]2[O:28][C:29]([CH3:31])([CH3:30])[C:25]([CH3:41])([CH3:24])[O:26]2)=[CH:11][C:10]=1[O:16][CH3:17]. The yield is 0.110. (5) The reactants are [O:1]1[CH2:6][CH2:5][CH2:4][CH2:3][CH:2]1[N:7]1[C:15]2[C:10](=[CH:11][C:12]([C:16]3[N:20]=[CH:19][N:18]([C:21]([C:34]4[CH:39]=[CH:38][CH:37]=[CH:36][CH:35]=4)([C:28]4[CH:33]=[CH:32][CH:31]=[CH:30][CH:29]=4)[C:22]4[CH:27]=[CH:26][CH:25]=[CH:24][CH:23]=4)[N:17]=3)=[CH:13][CH:14]=2)[C:9]([C:40]2[CH:41]=[C:42]([CH:47]=[CH:48][CH:49]=2)[C:43](OC)=[O:44])=[N:8]1.O.[OH-].[Li+].[NH2:53][C@H:54]1[C:62]2[C:57](=[CH:58][CH:59]=[CH:60][CH:61]=2)[CH2:56][CH2:55]1.O.ON1C2C=CC=CC=2N=N1.Cl.CN(C)CCCN=C=NCC. The catalyst is O1CCCC1.O1CCCC1.O. The product is [C@H:54]1([NH:53][C:43]([C:42]2[CH:47]=[CH:48][CH:49]=[C:40]([C:9]3[C:10]4[C:15](=[CH:14][CH:13]=[C:12]([C:16]5[N:20]=[CH:19][N:18]([C:21]([C:28]6[CH:29]=[CH:30][CH:31]=[CH:32][CH:33]=6)([C:34]6[CH:39]=[CH:38][CH:37]=[CH:36][CH:35]=6)[C:22]6[CH:27]=[CH:26][CH:25]=[CH:24][CH:23]=6)[N:17]=5)[CH:11]=4)[N:7]([CH:2]4[CH2:3][CH2:4][CH2:5][CH2:6][O:1]4)[N:8]=3)[CH:41]=2)=[O:44])[C:62]2[C:57](=[CH:58][CH:59]=[CH:60][CH:61]=2)[CH2:56][CH2:55]1. The yield is 0.900.